Task: Regression. Given a peptide amino acid sequence and an MHC pseudo amino acid sequence, predict their binding affinity value. This is MHC class I binding data.. Dataset: Peptide-MHC class I binding affinity with 185,985 pairs from IEDB/IMGT (1) The peptide sequence is DSQGLPEEL. The MHC is HLA-A02:03 with pseudo-sequence HLA-A02:03. The binding affinity (normalized) is 0.0857. (2) The peptide sequence is SIVAYTMSL. The MHC is HLA-A68:02 with pseudo-sequence HLA-A68:02. The binding affinity (normalized) is 0.471.